From a dataset of Full USPTO retrosynthesis dataset with 1.9M reactions from patents (1976-2016). Predict the reactants needed to synthesize the given product. Given the product [NH2:21][C:18]([C:12]12[N:11]([C:9]([O:8][CH2:1][C:2]3[CH:7]=[CH:6][CH:5]=[CH:4][CH:3]=3)=[O:10])[CH:15]([CH2:16][CH2:17]1)[CH2:14][CH2:13]2)=[O:20], predict the reactants needed to synthesize it. The reactants are: [CH2:1]([O:8][C:9]([N:11]1[CH:15]2[CH2:16][CH2:17][C:12]1([C:18]([OH:20])=O)[CH2:13][CH2:14]2)=[O:10])[C:2]1[CH:7]=[CH:6][CH:5]=[CH:4][CH:3]=1.[N:21]1C=CC=CC=1.CC(OC(OC(OC(C)(C)C)=O)=O)(C)C.C(=O)(O)[O-].[NH4+].